Dataset: Forward reaction prediction with 1.9M reactions from USPTO patents (1976-2016). Task: Predict the product of the given reaction. Given the reactants FC(F)(F)S(O[C:7]1[C:8]([C:18](=[O:20])[CH3:19])=[CH:9][C:10]([F:17])=[C:11]2[C:16]=1[N:15]=[CH:14][CH:13]=[CH:12]2)(=O)=O.[NH:23]1[CH2:27][CH2:26][C@@H:25]([OH:28])[CH2:24]1.C1C=CC(P(C2C=CC3C(=CC=CC=3)C=2C2C3C(=CC=CC=3)C=CC=2P(C2C=CC=CC=2)C2C=CC=CC=2)C2C=CC=CC=2)=CC=1.C(=O)([O-])[O-].[Cs+].[Cs+], predict the reaction product. The product is: [F:17][C:10]1[CH:9]=[C:8]([C:18](=[O:20])[CH3:19])[C:7]([N:23]2[CH2:27][CH2:26][C@@H:25]([OH:28])[CH2:24]2)=[C:16]2[C:11]=1[CH:12]=[CH:13][CH:14]=[N:15]2.